Dataset: Reaction yield outcomes from USPTO patents with 853,638 reactions. Task: Predict the reaction yield, written as a fraction of the theoretical maximum amount of product (1.0 means a 100% yield; for example, 0.34 means a 34% yield). (1) The reactants are [ClH:1].Cl.[CH2:3]([C:7]1[N:8]=[N:9][C:10]([O:26][CH:27]2[CH2:32][CH2:31][NH:30][CH2:29][CH2:28]2)=[CH:11][C:12]=1[C:13]1[CH:18]=[CH:17][C:16]([O:19][CH:20]2[CH2:25][CH2:24][CH2:23][CH2:22][CH2:21]2)=[CH:15][CH:14]=1)[CH2:4][CH2:5][CH3:6].[Cl:33][CH2:34][C:35]([CH3:38])([OH:37])[CH3:36].C(=O)([O-])[O-].[K+].[K+].Cl. The catalyst is CCO.O.CCOC(C)=O.C(Cl)Cl.CCOCC. The product is [ClH:33].[ClH:1].[CH2:3]([C:7]1[N:8]=[N:9][C:10]([O:26][CH:27]2[CH2:32][CH2:31][N:30]([CH2:34][C:35]([CH3:38])([OH:37])[CH3:36])[CH2:29][CH2:28]2)=[CH:11][C:12]=1[C:13]1[CH:14]=[CH:15][C:16]([O:19][CH:20]2[CH2:25][CH2:24][CH2:23][CH2:22][CH2:21]2)=[CH:17][CH:18]=1)[CH2:4][CH2:5][CH3:6]. The yield is 0.770. (2) The reactants are [C:1]12[C:13]3=[CH:14][CH:15]=[CH:16][CH:17]=[C:12]3[C:10](=[O:11])[O:9][C:7](=[O:8])[C:2]1=[CH:3][CH:4]=[CH:5][CH:6]=2.[CH2:18](O)[CH3:19].[C:21]1([CH3:27])C=CC=CC=1.S(=O)(=O)(O)[OH:29]. The catalyst is O. The product is [C:13]1([C:1]2[C:2]([C:7]([O:8][CH2:18][CH3:19])=[O:29])=[CH:3][CH:4]=[CH:5][CH:6]=2)[C:12]([C:10]([O:9][CH2:21][CH3:27])=[O:11])=[CH:17][CH:16]=[CH:15][CH:14]=1. The yield is 0.900. (3) The reactants are [CH3:1][N:2]([CH3:23])[S:3]([CH2:6][CH2:7][C:8]1[CH:13]=[CH:12][C:11]([NH2:14])=[C:10]([C:15]2[CH2:20][CH2:19][C:18]([CH3:22])([CH3:21])[CH2:17][CH:16]=2)[CH:9]=1)(=[O:5])=[O:4].C1CN([P+](Br)(N2CCCC2)N2CCCC2)CC1.F[P-](F)(F)(F)(F)F.[K+].[C:49]([C:51]1[N:52]=[C:53]([C:64]([O-])=[O:65])[N:54]([CH2:56][O:57][CH2:58][CH2:59][Si:60]([CH3:63])([CH3:62])[CH3:61])[CH:55]=1)#[N:50].CCN(C(C)C)C(C)C. The catalyst is C(Cl)Cl. The product is [CH3:22][C:18]1([CH3:21])[CH2:19][CH2:20][C:15]([C:10]2[CH:9]=[C:8]([CH2:7][CH2:6][S:3](=[O:4])(=[O:5])[N:2]([CH3:1])[CH3:23])[CH:13]=[CH:12][C:11]=2[NH:14][C:64]([C:53]2[N:54]([CH2:56][O:57][CH2:58][CH2:59][Si:60]([CH3:63])([CH3:62])[CH3:61])[CH:55]=[C:51]([C:49]#[N:50])[N:52]=2)=[O:65])=[CH:16][CH2:17]1. The yield is 0.950. (4) The reactants are COC(=O)C(Cl)=O.[C:8]([O:12][C:13]([N:15]1[CH2:20][CH2:19][C:18]([C:22]2[CH:27]=[C:26]([C:28]([F:31])([F:30])[F:29])[CH:25]=[CH:24][C:23]=2[S:32][C:33]2[CH:38]=[CH:37][C:36]([Cl:39])=[CH:35][CH:34]=2)(O)[CH2:17][CH2:16]1)=[O:14])([CH3:11])([CH3:10])[CH3:9].C([SnH](CCCC)CCCC)CCC.C(C(C)(C)N=NC(C)(C)C#N)#N. The catalyst is CN(C)C1C=CN=CC=1.C(#N)C.C(OCC)(=O)C. The product is [C:8]([O:12][C:13]([N:15]1[CH2:20][CH2:19][CH:18]([C:22]2[CH:27]=[C:26]([C:28]([F:30])([F:31])[F:29])[CH:25]=[CH:24][C:23]=2[S:32][C:33]2[CH:38]=[CH:37][C:36]([Cl:39])=[CH:35][CH:34]=2)[CH2:17][CH2:16]1)=[O:14])([CH3:11])([CH3:9])[CH3:10]. The yield is 0.820.